From a dataset of Reaction yield outcomes from USPTO patents with 853,638 reactions. Predict the reaction yield, written as a fraction of the theoretical maximum amount of product (1.0 means a 100% yield; for example, 0.34 means a 34% yield). (1) The product is [Br:1][C:2]1[CH:7]=[CH:6][C:5]([N:8]2[CH:12]=[C:11]([C:13]([NH:41][N:42]3[CH2:47][CH2:46][CH2:45][CH2:44][CH2:43]3)=[O:14])[N:10]=[C:9]2[C:16]2[CH:21]=[CH:20][C:19]([Cl:22])=[CH:18][C:17]=2[Cl:23])=[CH:4][CH:3]=1. The yield is 0.560. The reactants are [Br:1][C:2]1[CH:7]=[CH:6][C:5]([N:8]2[CH:12]=[C:11]([C:13](O)=[O:14])[N:10]=[C:9]2[C:16]2[CH:21]=[CH:20][C:19]([Cl:22])=[CH:18][C:17]=2[Cl:23])=[CH:4][CH:3]=1.C(N(C(C)C)CC)(C)C.F[P-](F)(F)(F)(F)F.N1(OC(N(C)C)=[N+](C)C)[C:44]2[CH:45]=[CH:46][CH:47]=C[C:43]=2[N:42]=[N:41]1.NN1CCCCC1. The catalyst is C(#N)C. (2) The reactants are [CH2:1]([O:4][C:5]1[CH:10]=[CH:9][C:8]([C:11]2[CH:15]=[C:14]([CH2:16][C:17]([OH:19])=[O:18])[O:13][N:12]=2)=[C:7]([C:20]([F:23])([F:22])[F:21])[CH:6]=1)[CH2:2][CH3:3].[CH2:24](OC1C=CC(C2C=C(CC(OCC)=O)ON=2)=C(C(F)(F)F)C=1)[CH2:25][CH3:26]. The catalyst is C(O)CC. The product is [CH2:1]([O:4][C:5]1[CH:10]=[CH:9][C:8]([C:11]2[CH:15]=[C:14]([CH2:16][C:17]([O:19][CH2:24][CH2:25][CH3:26])=[O:18])[O:13][N:12]=2)=[C:7]([C:20]([F:22])([F:23])[F:21])[CH:6]=1)[CH2:2][CH3:3]. The yield is 0.900. (3) The reactants are [Cl:1][C:2]1[CH:7]=[CH:6][N:5]=[C:4]2[N:8]([CH2:14][CH2:15][O:16][CH3:17])[CH:9]=[C:10]([C:11]([OH:13])=O)[C:3]=12.Cl.[F:19][C:20]1([F:28])[CH2:25][CH2:24][CH:23](NC)[CH2:22][CH2:21]1.CC[N:31]([CH2:34]C)CC.N1([OH:45])C2C=CC=CC=2N=N1.C(Cl)CCl. The catalyst is C1COCC1. The product is [F:28][C:20]1([F:19])[CH2:21][CH2:22][C:23]([CH2:34][NH:31][C:11]([C:10]2[C:3]3[C:4](=[N:5][CH:6]=[CH:7][C:2]=3[Cl:1])[N:8]([CH:14]3[CH2:17][O:16][CH2:15]3)[CH:9]=2)=[O:13])([OH:45])[CH2:24][CH2:25]1. The yield is 0.585. (4) The reactants are [CH3:1][O:2][C:3]1[CH:12]=[C:11]2[C:6]([C:7]([O:13][CH2:14][C:15]3[N:19]4[CH:20]=[C:21]([C:24]([NH:26][C@H:27]5[CH2:31][CH2:30][N:29](C(OC(C)(C)C)=O)[CH2:28]5)=[O:25])[CH:22]=[CH:23][C:18]4=[N:17][N:16]=3)=[CH:8][CH:9]=[N:10]2)=[CH:5][CH:4]=1.Cl.C(=O)([O-])[O-].[K+].[K+]. The catalyst is CO. The product is [CH3:1][O:2][C:3]1[CH:12]=[C:11]2[C:6]([C:7]([O:13][CH2:14][C:15]3[N:19]4[CH:20]=[C:21]([C:24]([NH:26][C@H:27]5[CH2:31][CH2:30][NH:29][CH2:28]5)=[O:25])[CH:22]=[CH:23][C:18]4=[N:17][N:16]=3)=[CH:8][CH:9]=[N:10]2)=[CH:5][CH:4]=1. The yield is 0.970.